Dataset: Reaction yield outcomes from USPTO patents with 853,638 reactions. Task: Predict the reaction yield, written as a fraction of the theoretical maximum amount of product (1.0 means a 100% yield; for example, 0.34 means a 34% yield). (1) The reactants are ClC(Cl)(O[C:5](=[O:11])OC(Cl)(Cl)Cl)Cl.[N:13]1([C:19]2[C:20]3[N:34]=[N:33][N:32]([CH2:35][C:36]([F:39])([F:38])[F:37])[C:21]=3[N:22]=[C:23]([C:25]3[CH:31]=[CH:30][C:28]([NH2:29])=[CH:27][CH:26]=3)[N:24]=2)[CH2:18][CH2:17][O:16][CH2:15][CH2:14]1.[NH2:40][C:41]1[CH:42]=[N:43][CH:44]=[CH:45][CH:46]=1.CCN(CC)CC. The catalyst is C(Cl)(Cl)Cl. The product is [N:13]1([C:19]2[C:20]3[N:34]=[N:33][N:32]([CH2:35][C:36]([F:38])([F:39])[F:37])[C:21]=3[N:22]=[C:23]([C:25]3[CH:31]=[CH:30][C:28]([NH:29][C:5]([NH:40][C:41]4[CH:42]=[N:43][CH:44]=[CH:45][CH:46]=4)=[O:11])=[CH:27][CH:26]=3)[N:24]=2)[CH2:14][CH2:15][O:16][CH2:17][CH2:18]1. The yield is 0.100. (2) The reactants are [CH2:1]([C:3]1([CH3:13])[C:11]2[C:6](=[CH:7][CH:8]=[CH:9][CH:10]=2)[NH:5][C:4]1=[O:12])[CH3:2].C(O)(=O)C.[Br:18]Br.S([O-])([O-])(=O)=S.[Na+].[Na+]. The catalyst is C(Cl)Cl. The product is [Br:18][C:9]1[CH:10]=[C:11]2[C:6](=[CH:7][CH:8]=1)[NH:5][C:4](=[O:12])[C:3]2([CH2:1][CH3:2])[CH3:13]. The yield is 0.600.